This data is from Catalyst prediction with 721,799 reactions and 888 catalyst types from USPTO. The task is: Predict which catalyst facilitates the given reaction. (1) Reactant: [OH-].[Na+].C[O:4][C:5](=[O:40])[CH:6]([N:13]([C:20]1[CH:25]=[CH:24][C:23]([C:26]2[CH:31]=[CH:30][CH:29]=[CH:28][C:27]=2[S:32](=[O:39])(=[O:38])[NH:33][C:34]([CH3:37])([CH3:36])[CH3:35])=[CH:22][CH:21]=1)C(=O)C(F)(F)F)[C:7]1[CH:12]=[CH:11][CH:10]=[CH:9][CH:8]=1. Product: [C:34]([NH:33][S:32]([C:27]1[CH:28]=[CH:29][CH:30]=[CH:31][C:26]=1[C:23]1[CH:24]=[CH:25][C:20]([NH:13][CH:6]([C:7]2[CH:12]=[CH:11][CH:10]=[CH:9][CH:8]=2)[C:5]([OH:40])=[O:4])=[CH:21][CH:22]=1)(=[O:39])=[O:38])([CH3:37])([CH3:35])[CH3:36]. The catalyst class is: 5. (2) Product: [NH2:1][C:2]1[S:3][CH:4]=[C:5]2[C:10]=1[C:9](=[O:11])[N:8]([C:12]1[CH:13]=[CH:14][C:15]([Cl:18])=[CH:16][CH:17]=1)[N:7]=[C:6]2[C:19]([NH:21][CH3:22])=[O:20]. The catalyst class is: 8. Reactant: [NH2:1][C:2]1[S:3][CH:4]=[C:5]2[C:10]=1[C:9](=[O:11])[N:8]([C:12]1[CH:17]=[CH:16][C:15]([Cl:18])=[CH:14][CH:13]=1)[N:7]=[C:6]2[C:19]([NH:21][CH:22](C)C)=[O:20].NC1SC=C2C=1C(=O)N(C1C=CC(Cl)=CC=1)N=C2C(O)=O.CN. (3) Reactant: [O:1]1CCO[CH:2]1[CH2:6][N:7]1[C:12]2[N:13]=[C:14]([O:17][CH3:18])[N:15]=[CH:16][C:11]=2[CH:10]=[CH:9][C:8]1=[O:19].FC(F)(F)C(O)=O.C(=O)([O-])O.[Na+]. Product: [CH3:18][O:17][C:14]1[N:15]=[CH:16][C:11]2[CH:10]=[CH:9][C:8](=[O:19])[N:7]([CH2:6][CH:2]=[O:1])[C:12]=2[N:13]=1. The catalyst class is: 22. (4) Reactant: C([O:3][C:4](=O)[CH2:5][S:6][C:7]1[CH:12]=[C:11]([F:13])[CH:10]=[CH:9][C:8]=1[N+:14]([O-])=O)C. Product: [F:13][C:11]1[CH:10]=[CH:9][C:8]2[NH:14][C:4](=[O:3])[CH2:5][S:6][C:7]=2[CH:12]=1. The catalyst class is: 180. (5) Reactant: Br[C:2]1[CH:7]=[CH:6][C:5]([O:8][CH3:9])=[C:4]([CH3:10])[CH:3]=1.[Mg].[Br:12][C:13]1[CH:14]=[C:15]([CH:22]=[C:23]([O:25][CH2:26][CH3:27])[CH:24]=1)[C:16](N(OC)C)=[O:17].[Cl-].[NH4+]. Product: [Br:12][C:13]1[CH:14]=[C:15]([C:16]([C:2]2[CH:7]=[CH:6][C:5]([O:8][CH3:9])=[C:4]([CH3:10])[CH:3]=2)=[O:17])[CH:22]=[C:23]([O:25][CH2:26][CH3:27])[CH:24]=1. The catalyst class is: 7. (6) Reactant: [OH:1][C:2]1[CH:3]=[CH:4][C:5]2[C:9]([N:10]([CH3:24])[C:11]3[CH:16]=[CH:15][C:14](/[CH:17]=[CH:18]/[C:19]([O:21]CC)=[O:20])=[CH:13][CH:12]=3)=[C:8]([C:25]3[CH:30]=[CH:29][C:28]([OH:31])=[CH:27][CH:26]=3)[S:7][C:6]=2[CH:32]=1.[Li+].[OH-]. Product: [OH:1][C:2]1[CH:3]=[CH:4][C:5]2[C:9]([N:10]([CH3:24])[C:11]3[CH:16]=[CH:15][C:14](/[CH:17]=[CH:18]/[C:19]([OH:21])=[O:20])=[CH:13][CH:12]=3)=[C:8]([C:25]3[CH:26]=[CH:27][C:28]([OH:31])=[CH:29][CH:30]=3)[S:7][C:6]=2[CH:32]=1. The catalyst class is: 14. (7) Reactant: [O:1]=[S:2]1(=[O:33])[CH2:6][CH2:5][CH2:4][N:3]1[C:7]1[CH:8]=[C:9]2[C:13](=[CH:14][CH:15]=1)[NH:12][N:11]=[C:10]2[NH:16][C:17](=[O:32])[CH2:18][C:19]1[N:20]=[C:21]([NH:24]C(=O)OC(C)(C)C)[S:22][CH:23]=1.FC(F)(F)C(O)=O. Product: [NH2:24][C:21]1[S:22][CH:23]=[C:19]([CH2:18][C:17]([NH:16][C:10]2[C:9]3[C:13](=[CH:14][CH:15]=[C:7]([N:3]4[CH2:4][CH2:5][CH2:6][S:2]4(=[O:33])=[O:1])[CH:8]=3)[NH:12][N:11]=2)=[O:32])[N:20]=1. The catalyst class is: 4.